This data is from Reaction yield outcomes from USPTO patents with 853,638 reactions. The task is: Predict the reaction yield, written as a fraction of the theoretical maximum amount of product (1.0 means a 100% yield; for example, 0.34 means a 34% yield). The reactants are [F:1][C@@H:2]1[CH2:6][CH2:5][N:4]([C:7]2[C:12]([CH2:13]O)=[CH:11][CH:10]=[CH:9][N:8]=2)[CH2:3]1.O=S(Cl)[Cl:17]. The catalyst is ClCCl. The product is [Cl:17][CH2:13][C:12]1[C:7]([N:4]2[CH2:5][CH2:6][C@@H:2]([F:1])[CH2:3]2)=[N:8][CH:9]=[CH:10][CH:11]=1. The yield is 0.920.